Task: Predict the reaction yield, written as a fraction of the theoretical maximum amount of product (1.0 means a 100% yield; for example, 0.34 means a 34% yield).. Dataset: Reaction yield outcomes from USPTO patents with 853,638 reactions (1) The reactants are [O:1]1[C:5]2[CH:6]=[CH:7][CH:8]=[CH:9][C:4]=2[C:3]([N:10]2[CH2:15][CH2:14][N:13]([CH2:16][CH:17]([C:19]3[CH:20]=[C:21]4[C:25](=[CH:26][CH:27]=3)[C:24]([CH3:29])([CH3:28])[C:23](=O)[C:22]4([CH3:32])[CH3:31])Cl)[CH2:12][CH2:11]2)=[N:2]1.Cl.[NH2:34][OH:35]. The catalyst is N1C=CC=CC=1. The product is [O:1]1[C:5]2[CH:6]=[CH:7][CH:8]=[CH:9][C:4]=2[C:3]([N:10]2[CH2:11][CH2:12][N:13]([CH2:16][CH2:17][C:19]3[CH:20]=[C:21]4[C:25](=[CH:26][CH:27]=3)[C:24]([CH3:28])([CH3:29])[C:23](=[N:34][OH:35])[C:22]4([CH3:32])[CH3:31])[CH2:14][CH2:15]2)=[N:2]1. The yield is 0.970. (2) The yield is 0.310. The reactants are [H-].[Na+].[CH2:3]([O:5][CH:6]([O:8][CH2:9][C@@H:10]1[NH:15][C:14](=[O:16])[CH2:13][CH2:12][CH2:11]1)[CH3:7])[CH3:4].[I-].[K+].[CH2:19]([O:21][C:22](=[O:30])[CH2:23][O:24][CH2:25]/[CH:26]=[CH:27]\[CH2:28]Cl)[CH3:20]. The product is [CH2:19]([O:21][C:22](=[O:30])[CH2:23][O:24][CH2:25]/[CH:26]=[CH:27]\[CH2:28][N:15]1[C:14](=[O:16])[CH2:13][CH2:12][CH2:11][C@@H:10]1[CH2:9][O:8][CH:6]([O:5][CH2:3][CH3:4])[CH3:7])[CH3:20]. The catalyst is CN(C=O)C. (3) The reactants are C(OC(=O)[NH:7][C:8]1[CH:13]=[CH:12][C:11]([C:14]2[O:15][C:16]([N:21]3[CH2:26][CH2:25][O:24][CH2:23][CH2:22]3)=[CH:17][C:18](=[O:20])[CH:19]=2)=[CH:10][CH:9]=1)(C)(C)C. The catalyst is FC(F)(F)C(O)=O.ClCCl. The product is [NH2:7][C:8]1[CH:13]=[CH:12][C:11]([C:14]2[O:15][C:16]([N:21]3[CH2:22][CH2:23][O:24][CH2:25][CH2:26]3)=[CH:17][C:18](=[O:20])[CH:19]=2)=[CH:10][CH:9]=1. The yield is 0.790. (4) The reactants are [C:1]([O:8][CH3:9])(=[O:7])[CH2:2][C:3]([O:5][CH3:6])=[O:4].C(=O)([O-])[O-].[K+].[K+].[Br:16][C:17]1[CH:22]=[CH:21][C:20]([CH2:23]Br)=[CH:19][CH:18]=1.O. The catalyst is CN(C)C=O. The product is [Br:16][C:17]1[CH:22]=[CH:21][C:20]([CH2:23][CH:2]([C:1]([O:8][CH3:9])=[O:7])[C:3]([O:5][CH3:6])=[O:4])=[CH:19][CH:18]=1. The yield is 0.910. (5) The reactants are C(OC([N:8]1[C:12]2[CH:13]=[C:14]([Cl:17])[CH:15]=[CH:16][C:11]=2[NH:10][CH:9]1[CH2:18][NH2:19])=O)(C)(C)C. The catalyst is Cl. The product is [Cl:17][C:14]1[CH:15]=[CH:16][C:11]2[NH:10][C:9]([CH2:18][NH2:19])=[N:8][C:12]=2[CH:13]=1. The yield is 1.00. (6) The reactants are [Cl:1][C:2]1[CH:7]=[CH:6][C:5]([CH3:8])=[CH:4][C:3]=1[OH:9].CI.[C:12]([O-])([O-])=O.[K+].[K+]. The catalyst is CC#N. The product is [Cl:1][C:2]1[CH:7]=[CH:6][C:5]([CH3:8])=[CH:4][C:3]=1[O:9][CH3:12]. The yield is 0.890. (7) The reactants are [CH3:1][C:2]1[CH:3]=[C:4]([CH2:7][NH2:8])[S:5][CH:6]=1.[CH2:9]([O:16][C:17]1[CH:22]=[CH:21][N:20]([C:23]2[S:24][C:25]([C:29](O)=[O:30])=[C:26]([CH3:28])[N:27]=2)[C:19](=[O:32])[CH:18]=1)[C:10]1[CH:15]=[CH:14][CH:13]=[CH:12][CH:11]=1. No catalyst specified. The product is [CH2:9]([O:16][C:17]1[CH:22]=[CH:21][N:20]([C:23]2[S:24][C:25]([C:29]([NH:8][CH2:7][C:4]3[S:5][CH:6]=[C:2]([CH3:1])[CH:3]=3)=[O:30])=[C:26]([CH3:28])[N:27]=2)[C:19](=[O:32])[CH:18]=1)[C:10]1[CH:15]=[CH:14][CH:13]=[CH:12][CH:11]=1. The yield is 0.460. (8) The reactants are C(OC([CH2:8][NH:9][C:10]1[CH:15]=[C:14]([C:16]2[C:17]([C:28]3[CH:33]=[CH:32][C:31]([F:34])=[CH:30][CH:29]=3)=[N:18][N:19]([C:21]3[N:22]=[N:23][C:24](Cl)=[CH:25][CH:26]=3)[CH:20]=2)[CH:13]=[CH:12][N:11]=1)=O)(C)(C)C.C([O:39]C(NC1C=C(C2C(C3C=CC(F)=CC=3)=NN(C3N=NC(Cl)=CC=3)C=2)C=CN=1)=O)(C)(C)C. No catalyst specified. The product is [F:34][C:31]1[CH:32]=[CH:33][C:28]([C:17]2[C:16]([C:14]3[CH:13]=[CH:12][N:11]=[C:10]([NH:9][CH3:8])[CH:15]=3)=[CH:20][N:19]([C:21]3[CH:26]=[CH:25][C:24](=[O:39])[NH:23][N:22]=3)[N:18]=2)=[CH:29][CH:30]=1. The yield is 0.890.